Dataset: Peptide-MHC class I binding affinity with 185,985 pairs from IEDB/IMGT. Task: Regression. Given a peptide amino acid sequence and an MHC pseudo amino acid sequence, predict their binding affinity value. This is MHC class I binding data. (1) The peptide sequence is KTKISVEKI. The MHC is HLA-A02:02 with pseudo-sequence HLA-A02:02. The binding affinity (normalized) is 0.144. (2) The peptide sequence is GDYKLVEI. The MHC is Mamu-A07 with pseudo-sequence Mamu-A07. The binding affinity (normalized) is 0. (3) The peptide sequence is SLIKYKKTLL. The MHC is HLA-A68:02 with pseudo-sequence HLA-A68:02. The binding affinity (normalized) is 0.402. (4) The peptide sequence is GIFVDTMSIY. The MHC is HLA-A03:01 with pseudo-sequence HLA-A03:01. The binding affinity (normalized) is 0.238. (5) The peptide sequence is EPIKDMEII. The MHC is HLA-B35:01 with pseudo-sequence HLA-B35:01. The binding affinity (normalized) is 0.527. (6) The peptide sequence is QFINYCLDF. The MHC is HLA-A29:02 with pseudo-sequence HLA-A29:02. The binding affinity (normalized) is 0.820. (7) The MHC is HLA-B40:01 with pseudo-sequence HLA-B40:01. The binding affinity (normalized) is 0.213. The peptide sequence is RLHRLLLMR. (8) The peptide sequence is SGVENPGGY. The MHC is H-2-Db with pseudo-sequence H-2-Db. The binding affinity (normalized) is 0.0641. (9) The peptide sequence is YMGLVKKAK. The MHC is HLA-B15:01 with pseudo-sequence HLA-B15:01. The binding affinity (normalized) is 0.0847.